From a dataset of Full USPTO retrosynthesis dataset with 1.9M reactions from patents (1976-2016). Predict the reactants needed to synthesize the given product. Given the product [Cl:1][C:2]1[C:7]([C:8]([O:10][CH:11]([CH3:13])[CH3:12])=[O:9])=[CH:6][C:5]([C:14]2[CH:15]=[N:16][N:17]([CH3:19])[CH:18]=2)=[N+:4]([O-:28])[CH:3]=1, predict the reactants needed to synthesize it. The reactants are: [Cl:1][C:2]1[C:7]([C:8]([O:10][CH:11]([CH3:13])[CH3:12])=[O:9])=[CH:6][C:5]([C:14]2[CH:15]=[N:16][N:17]([CH3:19])[CH:18]=2)=[N:4][CH:3]=1.ClC1C=CC=C(C(OO)=[O:28])C=1.